From a dataset of Catalyst prediction with 721,799 reactions and 888 catalyst types from USPTO. Predict which catalyst facilitates the given reaction. (1) Reactant: [C:1]([BH3-])#[N:2].[Na+].[F:5][CH2:6][CH2:7][O:8][CH2:9][CH2:10][O:11][CH2:12][CH2:13][O:14][C:15]1[CH:20]=[CH:19][C:18]([C:21]2[CH:22]=[C:23]3[C:28](=[CH:29][CH:30]=2)[CH:27]=[C:26](N)[CH:25]=[CH:24]3)=[CH:17][CH:16]=1.[CH2:32]=O.[OH-].[Na+]. Product: [F:5][CH2:6][CH2:7][O:8][CH2:9][CH2:10][O:11][CH2:12][CH2:13][O:14][C:15]1[CH:20]=[CH:19][C:18]([C:21]2[CH:22]=[C:23]3[C:28](=[CH:29][CH:30]=2)[CH:27]=[C:26]([N:2]([CH3:1])[CH3:32])[CH:25]=[CH:24]3)=[CH:17][CH:16]=1. The catalyst class is: 15. (2) Reactant: [CH:1]([NH:4][CH:5]([CH3:7])C)([CH3:3])C.C([Li])CCC.CC1C=CN=CC=1.[C:20]([O:24][C:25]([N:27]1[CH2:32][CH2:31][CH:30]([CH2:33]CC=O)[CH2:29][CH2:28]1)=[O:26])([CH3:23])([CH3:22])[CH3:21].[CH2:37]1[CH2:41][O:40][CH2:39][CH2:38]1. Product: [C:20]([O:24][C:25]([N:27]1[CH2:32][CH2:31][CH:30]([CH2:33][CH:41]([OH:40])[CH2:37][CH2:38][C:39]2[CH:3]=[CH:1][N:4]=[CH:5][CH:7]=2)[CH2:29][CH2:28]1)=[O:26])([CH3:23])([CH3:21])[CH3:22]. The catalyst class is: 81. (3) Reactant: [CH3:1][N:2]1[CH2:7][CH2:6][N:5]([C:8]2[CH:13]=[CH:12][C:11]([NH:14][C:15]3[N:20]=[C:19]([NH:21][C:22]4[CH:23]=[C:24]([CH2:28][C:29]#[N:30])[CH:25]=[CH:26][CH:27]=4)[CH:18]=[CH:17][N:16]=3)=[CH:10][C:9]=2[C:31]([F:34])([F:33])[F:32])[CH2:4][CH2:3]1.[C:35]1([S:41]([OH:44])(=[O:43])=[O:42])[CH:40]=[CH:39][CH:38]=[CH:37][CH:36]=1. Product: [C:35]1([S:41]([OH:44])(=[O:43])=[O:42])[CH:40]=[CH:39][CH:38]=[CH:37][CH:36]=1.[CH3:1][N:2]1[CH2:7][CH2:6][N:5]([C:8]2[CH:13]=[CH:12][C:11]([NH:14][C:15]3[N:20]=[C:19]([NH:21][C:22]4[CH:23]=[C:24]([CH2:28][C:29]#[N:30])[CH:25]=[CH:26][CH:27]=4)[CH:18]=[CH:17][N:16]=3)=[CH:10][C:9]=2[C:31]([F:33])([F:34])[F:32])[CH2:4][CH2:3]1. The catalyst class is: 41. (4) Reactant: [N:1]([C@@H:4]1[C@@H:9]([NH:10][C:11]([O:13][C:14]([CH3:17])([CH3:16])[CH3:15])=[O:12])[CH2:8][CH2:7][C@@H:6]([C:18](O)=[O:19])[CH2:5]1)=[N+:2]=[N-:3].ClC(OCC(C)C)=O.CN1CCOCC1. Product: [N:1]([C@@H:4]1[C@@H:9]([NH:10][C:11]([O:13][C:14]([CH3:15])([CH3:16])[CH3:17])=[O:12])[CH2:8][CH2:7][C@@H:6]([CH2:18][OH:19])[CH2:5]1)=[N+:2]=[N-:3]. The catalyst class is: 216. (5) The catalyst class is: 1. Product: [O:9]=[C:10]1[CH:15]([N:16]2[C:24](=[O:25])[C:23]3[C:18](=[CH:19][CH:20]=[CH:21][C:22]=3[CH2:26][N:27]([CH3:28])[C:40]([NH:39][C:36]3[CH:35]=[CH:34][C:33]([O:32][CH3:31])=[CH:38][CH:37]=3)=[O:41])[C:17]2=[O:29])[CH2:14][CH2:13][C:12](=[O:30])[NH:11]1. Reactant: C(N(CC)CC)C.Cl.[O:9]=[C:10]1[CH:15]([N:16]2[C:24](=[O:25])[C:23]3[C:18](=[CH:19][CH:20]=[CH:21][C:22]=3[CH2:26][NH:27][CH3:28])[C:17]2=[O:29])[CH2:14][CH2:13][C:12](=[O:30])[NH:11]1.[CH3:31][O:32][C:33]1[CH:38]=[CH:37][C:36]([N:39]=[C:40]=[O:41])=[CH:35][CH:34]=1. (6) Reactant: [Cl:1][C:2]1[C:7]([CH3:8])=[C:6](Cl)[N:5]=[CH:4][N:3]=1.[CH3:10][O-:11].[Na+]. Product: [Cl:1][C:2]1[C:7]([CH3:8])=[C:6]([O:11][CH3:10])[N:5]=[CH:4][N:3]=1. The catalyst class is: 5. (7) Reactant: C([O:5][C:6](=[O:20])[CH2:7][C:8]1([OH:19])[CH2:11][N:10]([C:12]([O:14][C:15]([CH3:18])([CH3:17])[CH3:16])=[O:13])[CH2:9]1)(C)(C)C.Cl.[OH-].[Na+].O(C(OC(C)(C)C)=O)C(OC(C)(C)C)=O. Product: [C:12]([N:10]1[CH2:9][C:8]([CH2:7][C:6]([OH:20])=[O:5])([OH:19])[CH2:11]1)([O:14][C:15]([CH3:18])([CH3:17])[CH3:16])=[O:13]. The catalyst class is: 12.